This data is from Catalyst prediction with 721,799 reactions and 888 catalyst types from USPTO. The task is: Predict which catalyst facilitates the given reaction. Reactant: [ClH:1].C(OC([N:9]1[CH2:14][CH2:13][C@H:12]([NH:15][C:16]([C:18]2[NH:19][C:20]([CH3:25])=[C:21]([Cl:24])[C:22]=2[Cl:23])=[O:17])[C@H:11]([N:26]2[CH:30]=[CH:29][N:28]=[CH:27]2)[CH2:10]1)=O)(C)(C)C. Product: [ClH:23].[ClH:1].[Cl:23][C:22]1[C:21]([Cl:24])=[C:20]([CH3:25])[NH:19][C:18]=1[C:16]([NH:15][C@H:12]1[CH2:13][CH2:14][NH:9][CH2:10][C@H:11]1[N:26]1[CH:30]=[CH:29][N:28]=[CH:27]1)=[O:17]. The catalyst class is: 12.